Dataset: Peptide-MHC class I binding affinity with 185,985 pairs from IEDB/IMGT. Task: Regression. Given a peptide amino acid sequence and an MHC pseudo amino acid sequence, predict their binding affinity value. This is MHC class I binding data. (1) The peptide sequence is IHKPRPPAT. The MHC is HLA-B58:01 with pseudo-sequence HLA-B58:01. The binding affinity (normalized) is 0.0847. (2) The peptide sequence is ARPKRWLL. The MHC is H-2-Kb with pseudo-sequence H-2-Kb. The binding affinity (normalized) is 0. (3) The peptide sequence is DEIMRMCHEGI. The MHC is H-2-Db with pseudo-sequence H-2-Db. The binding affinity (normalized) is 0. (4) The peptide sequence is TPKKPNSAL. The MHC is HLA-A02:01 with pseudo-sequence HLA-A02:01. The binding affinity (normalized) is 0.0847. (5) The peptide sequence is SIQRRTLDLLK. The MHC is H-2-Kb with pseudo-sequence H-2-Kb. The binding affinity (normalized) is 0.0681.